Dataset: Forward reaction prediction with 1.9M reactions from USPTO patents (1976-2016). Task: Predict the product of the given reaction. (1) The product is: [Cl:1][CH2:2][CH2:3][CH2:4][O:5][C:6]1[CH:7]=[CH:8][C:9]([C:12]2[CH:17]=[CH:16][C:15]([C:18]([OH:20])=[O:19])=[CH:14][CH:13]=2)=[CH:10][CH:11]=1. Given the reactants [Cl:1][CH2:2][CH2:3][CH2:4][O:5][C:6]1[CH:11]=[CH:10][C:9]([C:12]2[CH:17]=[CH:16][C:15]([C:18]([O:20]C)=[O:19])=[CH:14][CH:13]=2)=[CH:8][CH:7]=1.[OH-].[Li+], predict the reaction product. (2) Given the reactants [CH2:1]([NH:3][CH2:4][CH2:5][NH2:6])[CH3:2].[F:7][C:8]([F:15])([F:14])[C:9]([O:11]CC)=O.O, predict the reaction product. The product is: [F:15][C:8]([F:7])([F:14])[C:9]([NH:6][CH2:5][CH2:4][NH:3][CH2:1][CH3:2])=[O:11]. (3) The product is: [NH2:25][CH2:24][CH2:23][O:22][C@@H:8]([C:4]1[CH:5]=[CH:6][CH:7]=[C:2]([Cl:1])[CH:3]=1)[C@@H:9]1[O:14][CH2:13][CH2:12][N:11]([C:15]([O:17][C:18]([CH3:21])([CH3:20])[CH3:19])=[O:16])[CH2:10]1. Given the reactants [Cl:1][C:2]1[CH:3]=[C:4]([C@H:8]([O:22][CH2:23][C:24]#[N:25])[C@@H:9]2[O:14][CH2:13][CH2:12][N:11]([C:15]([O:17][C:18]([CH3:21])([CH3:20])[CH3:19])=[O:16])[CH2:10]2)[CH:5]=[CH:6][CH:7]=1.S(C)C.CO, predict the reaction product. (4) Given the reactants [Br:1][C:2]1[CH:3]=[N:4][C:5]2[N:6]([N:8]=[C:9]([C:11]([OH:13])=O)[CH:10]=2)[CH:7]=1.[CH3:14][O:15][C:16]1[C:25]([O:26][CH3:27])=[CH:24][CH:23]=[C:22]2[C:17]=1[CH2:18][CH2:19][NH:20][CH:21]2[CH3:28], predict the reaction product. The product is: [Br:1][C:2]1[CH:3]=[N:4][C:5]2[N:6]([N:8]=[C:9]([C:11]([N:20]3[CH2:19][CH2:18][C:17]4[C:22](=[CH:23][CH:24]=[C:25]([O:26][CH3:27])[C:16]=4[O:15][CH3:14])[CH:21]3[CH3:28])=[O:13])[CH:10]=2)[CH:7]=1. (5) Given the reactants C([O:3][C:4]([CH:6]1[CH2:11][CH2:10][CH:9]([NH:12][C:13]2[N:18]=[C:17]([C:19]3[N:23]4[CH:24]=[CH:25][CH:26]=[C:27]([C:28]([OH:31])([CH3:30])[CH3:29])[C:22]4=[N:21][CH:20]=3)[CH:16]=[CH:15][N:14]=2)[CH2:8][CH2:7]1)=[O:5])C.O[Li].O.C1COCC1.CCO, predict the reaction product. The product is: [OH:31][C:28]([C:27]1[C:22]2[N:23]([C:19]([C:17]3[CH:16]=[CH:15][N:14]=[C:13]([NH:12][CH:9]4[CH2:10][CH2:11][CH:6]([C:4]([OH:5])=[O:3])[CH2:7][CH2:8]4)[N:18]=3)=[CH:20][N:21]=2)[CH:24]=[CH:25][CH:26]=1)([CH3:29])[CH3:30].